From a dataset of Forward reaction prediction with 1.9M reactions from USPTO patents (1976-2016). Predict the product of the given reaction. (1) Given the reactants [CH:1]1([NH:4][C:5](=[O:23])[C:6]2[CH:11]=[CH:10][C:9]([C:12]3[N:16]4[CH:17]=[C:18]([Cl:22])[CH:19]=[C:20](Cl)[C:15]4=[N:14][CH:13]=3)=[CH:8][CH:7]=2)[CH2:3][CH2:2]1.[CH3:24][CH:25]([CH3:28])[CH2:26][NH2:27].C1(C2C3C(=CC=CC=3)C=CC=2P(C2C=CC=CC=2)C2C=CC=CC=2)C2C(=CC=CC=2)C=CC=1P(C1C=CC=CC=1)C1C=CC=CC=1, predict the reaction product. The product is: [Cl:22][C:18]1[CH:19]=[C:20]([NH:27][CH2:26][CH:25]([CH3:28])[CH3:24])[C:15]2[N:16]([C:12]([C:9]3[CH:8]=[CH:7][C:6]([C:5]([NH:4][CH:1]4[CH2:3][CH2:2]4)=[O:23])=[CH:11][CH:10]=3)=[CH:13][N:14]=2)[CH:17]=1. (2) Given the reactants [NH2:1][C:2]1[CH:10]=[C:9]2[C:5]([CH2:6][O:7][C:8]2=[C:11]2[C:19]3[C:14](=[CH:15][CH:16]=[C:17]([Cl:20])[CH:18]=3)[NH:13][C:12]2=[O:21])=[CH:4][CH:3]=1.C(N(CC)C(C)C)(C)C.[C:31](Cl)(=[O:33])[CH3:32], predict the reaction product. The product is: [Cl:20][C:17]1[CH:18]=[C:19]2[C:14](=[CH:15][CH:16]=1)[NH:13][C:12](=[O:21])[C:11]2=[C:8]1[C:9]2[C:5](=[CH:4][CH:3]=[C:2]([NH:1][C:31](=[O:33])[CH3:32])[CH:10]=2)[CH2:6][O:7]1. (3) Given the reactants C(N1C=CN=C1)(N1C=CN=C1)=O.[C:13]([NH:20][CH2:21][C:22]([OH:24])=O)([O:15][C:16]([CH3:19])([CH3:18])[CH3:17])=[O:14].[Cl-].[Mg+2].[Cl-].[C:28]([O:34][CH2:35][CH3:36])(=[O:33])[CH2:29]C([O-])=O.[K+], predict the reaction product. The product is: [C:16]([O:15][C:13]([NH:20][CH2:21][C:22](=[O:24])[CH2:29][C:28]([O:34][CH2:35][CH3:36])=[O:33])=[O:14])([CH3:17])([CH3:18])[CH3:19]. (4) Given the reactants COC1C=CC2CCCCNC=2C=1.[CH3:14][O:15][C:16]1[CH:17]=[CH:18][C:19]2[C:25]([CH3:26])=[CH:24][CH2:23][C:22](=O)[NH:21][C:20]=2[CH:28]=1, predict the reaction product. The product is: [CH3:14][O:15][C:16]1[CH:17]=[CH:18][C:19]2[C:25]([CH3:26])=[CH:24][CH2:23][CH2:22][NH:21][C:20]=2[CH:28]=1. (5) Given the reactants [CH:1]1[CH:2]=[CH:3][C:4]2[NH:11][C:9](=[O:10])[CH:8]=[C:7]([CH2:12][CH:13]([NH:17][C:18]([C:20]3[CH:21]=[CH:22][C:23]([Cl:26])=[CH:24][CH:25]=3)=[O:19])[C:14]([OH:16])=[O:15])[C:5]=2[CH:6]=1.Cl.Cl[CH2:29][C:30]1[CH:31]=[N:32][CH:33]=[CH:34][CH:35]=1, predict the reaction product. The product is: [Cl:26][C:23]1[CH:24]=[CH:25][C:20]([C:18]([NH:17][CH:13]([CH2:12][C:7]2[C:5]3[C:4](=[CH:3][CH:2]=[CH:1][CH:6]=3)[NH:11][C:9](=[O:10])[CH:8]=2)[C:14]([O:16][CH2:29][C:30]2[CH:31]=[N:32][C:33]3[C:34]([CH:35]=2)=[CH:5][CH:6]=[CH:1][CH:2]=3)=[O:15])=[O:19])=[CH:21][CH:22]=1.